This data is from Forward reaction prediction with 1.9M reactions from USPTO patents (1976-2016). The task is: Predict the product of the given reaction. (1) Given the reactants [CH3:1][S:2][CH:3]([CH3:11])[CH:4]=[CH:5][N:6]1CCCC1.[CH2:12]([O:14][C:15](=[O:27])[C:16](=[CH:23]OCC)[C:17](=O)[C:18]([F:21])([F:20])[F:19])[CH3:13].C([O-])(=O)C.[NH4+], predict the reaction product. The product is: [CH2:12]([O:14][C:15](=[O:27])[C:16]1[CH:23]=[C:4]([CH:3]([S:2][CH3:1])[CH3:11])[CH:5]=[N:6][C:17]=1[C:18]([F:19])([F:20])[F:21])[CH3:13]. (2) Given the reactants FC1C=NC=CC=1[C:8]1[O:9][C:10]2[CH:16]=[CH:15][C:14]([C:17]([F:20])([F:19])[F:18])=[CH:13][C:11]=2[N:12]=1.C(=O)([O-])[O-].[K+].[K+].FC(F)(C(F)(F)F)CO, predict the reaction product. The product is: [F:20][C:17]([F:18])([F:19])[C:14]1[CH:15]=[CH:16][C:10]2[O:9][CH:8]=[N:12][C:11]=2[CH:13]=1. (3) Given the reactants [C:1]([CH:3]([CH:7]1[C:11]([Cl:12])=[C:10](Cl)C(=O)O1)[C:4]([NH2:6])=[O:5])#[N:2].Cl.[NH2:16][CH:17]([C:19]1[CH:20]=[C:21]([CH:24]=[C:25]([Cl:27])[CH:26]=1)[C:22]#[N:23])[CH3:18].C(N(CC)CC)C, predict the reaction product. The product is: [ClH:12].[Cl:12][C:11]1[CH:7]=[C:3]([C:4]([NH2:6])=[O:5])[C:1](=[NH:2])[N:16]([CH:17]([C:19]2[CH:20]=[C:21]([C:22]#[N:23])[CH:24]=[C:25]([Cl:27])[CH:26]=2)[CH3:18])[CH:10]=1. (4) Given the reactants FC(F)(F)S(O[C:7]1[CH:16]=[CH:15][C:14]2[C:9](=[CH:10][CH:11]=[C:12]([O:17][CH3:18])[CH:13]=2)[C:8]=1[Br:19])(=O)=O.[CH3:22][O:23][C:24]([C:26]1[CH:31]=[CH:30][C:29](B(O)O)=[CH:28][CH:27]=1)=[O:25].C([O-])([O-])=O.[Na+].[Na+], predict the reaction product. The product is: [Br:19][C:8]1[C:9]2[C:14](=[CH:13][C:12]([O:17][CH3:18])=[CH:11][CH:10]=2)[CH:15]=[CH:16][C:7]=1[C:29]1[CH:30]=[CH:31][C:26]([C:24]([O:23][CH3:22])=[O:25])=[CH:27][CH:28]=1. (5) Given the reactants C(OC([N:8]1[CH2:24][CH2:23][C@@H:11]2[N:12]([CH3:22])[C:13]3[C:14]([C:20]#[N:21])=[CH:15][C:16](Br)=[CH:17][C:18]=3[C@@H:10]2[CH2:9]1)=O)(C)(C)C.[Br-].[CH2:26]([Zn+])[CH:27]([CH3:29])[CH3:28], predict the reaction product. The product is: [CH2:26]([C:16]1[CH:17]=[C:18]2[C:13](=[C:14]([C:20]#[N:21])[CH:15]=1)[N:12]([CH3:22])[C@H:11]1[CH2:23][CH2:24][NH:8][CH2:9][C@@H:10]21)[CH:27]([CH3:29])[CH3:28]. (6) Given the reactants [CH3:1][S:2]([C:5]1[CH:6]=[CH:7][C:8]([C@@H:11]([OH:21])[C@H:12]([NH:15][C:16]([CH:18]([Cl:20])[Cl:19])=[O:17])[CH2:13][F:14])=[CH:9][CH:10]=1)(=[O:4])=[O:3].COC(C1C=CC(O)=CC=1)=O.OC1C=CC(C(OCCC)=O)=CC=1.[CH3:46][C:47]1[C:52]([NH:53][C:54]2[N:59]=[CH:58][CH:57]=[CH:56][C:55]=2[C:60]([OH:62])=[O:61])=[CH:51][CH:50]=[CH:49][C:48]=1[C:63]([F:66])([F:65])[F:64].CNC[C@H](O)[C@@H](O)[C@H](O)[C@H](O)CO, predict the reaction product. The product is: [CH3:1][S:2]([C:5]1[CH:6]=[CH:7][C:8]([C@@H:11]([OH:21])[C@H:12]([NH:15][C:16]([CH:18]([Cl:20])[Cl:19])=[O:17])[CH2:13][F:14])=[CH:9][CH:10]=1)(=[O:4])=[O:3].[CH3:46][C:47]1[C:52]([NH:53][C:54]2[N:59]=[CH:58][CH:57]=[CH:56][C:55]=2[C:60]([OH:62])=[O:61])=[CH:51][CH:50]=[CH:49][C:48]=1[C:63]([F:65])([F:64])[F:66]. (7) Given the reactants [CH2:1]([O:3][C:4]([C:6]1[O:7][C:8]2[C:13]([C:14](=[O:16])[CH:15]=1)=[CH:12][C:11](I)=[CH:10][CH:9]=2)=[O:5])[CH3:2].[OH:18][C:19]1[CH:24]=[CH:23][C:22](B(O)O)=[CH:21][CH:20]=1.P([O-])([O-])([O-])=O.[K+].[K+].[K+], predict the reaction product. The product is: [OH:18][C:19]1[CH:24]=[CH:23][C:22]([C:11]2[CH:12]=[C:13]3[C:8](=[CH:9][CH:10]=2)[O:7][C:6]([C:4]([O:3][CH2:1][CH3:2])=[O:5])=[CH:15][C:14]3=[O:16])=[CH:21][CH:20]=1. (8) Given the reactants [NH2:1][C:2]1[C:7](/[CH:8]=[CH:9]/[C:10]([O:12][CH2:13][CH3:14])=[O:11])=[C:6]([O:15][C:16]2[CH:21]=[CH:20][C:19]([NH:22][C:23]([NH:25][C:26]3[CH:31]=[CH:30][C:29]([F:32])=[CH:28][CH:27]=3)=[O:24])=[CH:18][CH:17]=2)[CH:5]=[CH:4][N:3]=1.[CH:33]1([C:36](Cl)=[O:37])[CH2:35][CH2:34]1.C(N(CC)CC)C.O1CCCC1, predict the reaction product. The product is: [CH:33]1([C:36]([NH:1][C:2]2[C:7](/[CH:8]=[CH:9]/[C:10]([O:12][CH2:13][CH3:14])=[O:11])=[C:6]([O:15][C:16]3[CH:21]=[CH:20][C:19]([NH:22][C:23]([NH:25][C:26]4[CH:31]=[CH:30][C:29]([F:32])=[CH:28][CH:27]=4)=[O:24])=[CH:18][CH:17]=3)[CH:5]=[CH:4][N:3]=2)=[O:37])[CH2:35][CH2:34]1. (9) Given the reactants [O:1]=[C:2]1[C:6]2([CH2:11][CH2:10][N:9]([C:12]([O:14][C:15]([CH3:18])([CH3:17])[CH3:16])=[O:13])[CH2:8][CH2:7]2)[CH2:5][CH2:4][N:3]1[C:19]1[CH2:20][O:21][C:22](=[O:24])[CH:23]=1.[Br:25]N1C(=O)CCC1=O, predict the reaction product. The product is: [Br:25][C:23]1[C:22](=[O:24])[O:21][CH2:20][C:19]=1[N:3]1[CH2:4][CH2:5][C:6]2([CH2:11][CH2:10][N:9]([C:12]([O:14][C:15]([CH3:17])([CH3:18])[CH3:16])=[O:13])[CH2:8][CH2:7]2)[C:2]1=[O:1]. (10) Given the reactants [CH3:1][C:2]1[CH:3]=[C:4]2[C:9]3=[C:10]([C:12]4[C:21]([C:8]3=[CH:7][C:6]([CH3:25])=[CH:5]2)=[N:20][C:19]2[C:14](=[CH:15][CH:16]=[C:17]([C:22](Cl)=[O:23])[CH:18]=2)[N:13]=4)[CH:11]=1.[NH2:26][C:27]1[CH:32]=[CH:31][C:30]([NH2:33])=[CH:29][CH:28]=1.[OH-:34].[Na+], predict the reaction product. The product is: [C:30]1([NH:33][C:22]([C:17]2[CH:18]=[C:19]3[C:14](=[CH:15][CH:16]=2)[N:13]=[C:12]2[C:10]4[CH:11]=[C:2]([CH3:1])[CH:3]=[C:4]5[C:9]=4[C:8]([C:21]2=[N:20]3)=[CH:7][C:6]([CH3:25])=[CH:5]5)=[O:34])[CH:31]=[CH:32][C:27]([NH:26][C:22]([C:17]2[CH:18]=[C:19]3[C:14](=[CH:15][CH:16]=2)[N:13]=[C:12]2[C:10]4[CH:11]=[C:2]([CH3:1])[CH:3]=[C:4]5[C:9]=4[C:8]([C:21]2=[N:20]3)=[CH:7][C:6]([CH3:25])=[CH:5]5)=[O:23])=[CH:28][CH:29]=1.